From a dataset of NCI-60 drug combinations with 297,098 pairs across 59 cell lines. Regression. Given two drug SMILES strings and cell line genomic features, predict the synergy score measuring deviation from expected non-interaction effect. (1) Drug 1: CCN(CC)CCCC(C)NC1=C2C=C(C=CC2=NC3=C1C=CC(=C3)Cl)OC. Drug 2: C1CN(P(=O)(OC1)NCCCl)CCCl. Cell line: MCF7. Synergy scores: CSS=28.5, Synergy_ZIP=-3.75, Synergy_Bliss=6.02, Synergy_Loewe=0.835, Synergy_HSA=3.15. (2) Drug 1: CC1=C(C(CCC1)(C)C)C=CC(=CC=CC(=CC(=O)O)C)C. Drug 2: N.N.Cl[Pt+2]Cl. Cell line: HL-60(TB). Synergy scores: CSS=81.1, Synergy_ZIP=-0.546, Synergy_Bliss=-1.75, Synergy_Loewe=1.91, Synergy_HSA=4.49.